Dataset: Reaction yield outcomes from USPTO patents with 853,638 reactions. Task: Predict the reaction yield, written as a fraction of the theoretical maximum amount of product (1.0 means a 100% yield; for example, 0.34 means a 34% yield). The reactants are [F:1][C:2]1[CH:7]=[C:6]([F:8])[CH:5]=[CH:4][C:3]=1[CH2:9][NH:10][C:11]([C:13]1[C:14](=[O:38])[C:15]([O:30]CC2C=CC=CC=2)=[C:16]2[C:21](=[O:22])[N:20]3[CH2:23][C@@H:24]4[CH2:28][CH2:27][CH2:26][N:25]4[C@H:19]3[CH2:18][N:17]2[CH:29]=1)=[O:12]. The catalyst is CO.[Pd]. The product is [F:1][C:2]1[CH:7]=[C:6]([F:8])[CH:5]=[CH:4][C:3]=1[CH2:9][NH:10][C:11]([C:13]1[C:14](=[O:38])[C:15]([OH:30])=[C:16]2[C:21](=[O:22])[N:20]3[CH2:23][C@@H:24]4[CH2:28][CH2:27][CH2:26][N:25]4[C@H:19]3[CH2:18][N:17]2[CH:29]=1)=[O:12]. The yield is 0.380.